Dataset: Forward reaction prediction with 1.9M reactions from USPTO patents (1976-2016). Task: Predict the product of the given reaction. (1) Given the reactants C(NC(C)C)(C)C.F[P-](F)(F)(F)(F)F.CN(C(ON1[C:27]2=[N:28][CH:29]=[CH:30][CH:31]=[C:26]2N=N1)=[N+](C)C)C.[C:32]([O:36][C:37]([NH:39][CH2:40][C@H:41]1[CH2:46][CH2:45][C@H:44]([C:47]([NH:49][C@H:50]([C:67](=[O:80])[NH:68][C:69]2[CH:74]=[CH:73][C:72]([C:75]3[N:76]=[N:77][NH:78][N:79]=3)=[CH:71][CH:70]=2)[CH2:51][C:52]2[CH:57]=[CH:56][C:55]([C:58]3[C:59]([C:64](O)=[O:65])=[CH:60][CH:61]=[CH:62][CH:63]=3)=[CH:54][CH:53]=2)=[O:48])[CH2:43][CH2:42]1)=[O:38])([CH3:35])([CH3:34])[CH3:33].N1CCCCC1, predict the reaction product. The product is: [O:80]=[C:67]([NH:68][C:69]1[CH:70]=[CH:71][C:72]([C:75]2[N:76]=[N:77][NH:78][N:79]=2)=[CH:73][CH:74]=1)[C@@H:50]([NH:49][C:47]([C@H:44]1[CH2:43][CH2:42][C@H:41]([CH2:40][NH:39][C:37](=[O:38])[O:36][C:32]([CH3:35])([CH3:34])[CH3:33])[CH2:46][CH2:45]1)=[O:48])[CH2:51][C:52]1[CH:53]=[CH:54][C:55]([C:58]2[CH:63]=[CH:62][CH:61]=[CH:60][C:59]=2[C:64]([N:28]2[CH2:27][CH2:26][CH2:31][CH2:30][CH2:29]2)=[O:65])=[CH:56][CH:57]=1. (2) Given the reactants [Br:1][C:2]1[C:10]2[C:5](=[C:6]([C@H:12]([O:14][CH2:15][C:16]3([C:29]4[CH:34]=[CH:33][C:32]([F:35])=[CH:31][CH:30]=4)[CH2:21][CH2:20][N:19](C(OC(C)(C)C)=O)[CH2:18][CH2:17]3)[CH3:13])[CH:7]=[C:8]([Br:11])[CH:9]=2)[NH:4][N:3]=1, predict the reaction product. The product is: [Br:1][C:2]1[C:10]2[C:5](=[C:6]([C@H:12]([O:14][CH2:15][C:16]3([C:29]4[CH:30]=[CH:31][C:32]([F:35])=[CH:33][CH:34]=4)[CH2:21][CH2:20][NH:19][CH2:18][CH2:17]3)[CH3:13])[CH:7]=[C:8]([Br:11])[CH:9]=2)[NH:4][N:3]=1. (3) Given the reactants [CH3:1][C:2]1[C:11]2[C:6](=[CH:7][CH:8]=[CH:9][CH:10]=2)[C:5]([C:12]2[C:25]3[C:26]4=[C:27]5[C:22](=[CH:23][CH:24]=3)[CH:21]=[CH:20][C:19]([C:28]3[C:37]6[C:32](=[CH:33][CH:34]=[CH:35][CH:36]=6)[C:31]([CH3:38])=[CH:30][CH:29]=3)=[C:18]5[CH:17]=[CH:16][C:15]4=[C:14]([C:39]3[C:48]4[C:43](=[CH:44][CH:45]=[CH:46][CH:47]=4)[C:42]([CH3:49])=[CH:41][CH:40]=3)[CH:13]=2)=[CH:4][CH:3]=1.[Br:50]N1C(=O)CCC1=O.CN(C)C=O, predict the reaction product. The product is: [Br:50][C:21]1[C:22]2[C:27]3=[C:26]4[C:25](=[CH:24][CH:23]=2)[C:12]([C:5]2[C:6]5[C:11](=[CH:10][CH:9]=[CH:8][CH:7]=5)[C:2]([CH3:1])=[CH:3][CH:4]=2)=[CH:13][C:14]([C:39]2[C:48]5[C:43](=[CH:44][CH:45]=[CH:46][CH:47]=5)[C:42]([CH3:49])=[CH:41][CH:40]=2)=[C:15]4[CH:16]=[CH:17][C:18]3=[C:19]([C:28]2[C:37]3[C:32](=[CH:33][CH:34]=[CH:35][CH:36]=3)[C:31]([CH3:38])=[CH:30][CH:29]=2)[CH:20]=1. (4) The product is: [OH:9][CH2:8][C:4]1[CH:3]=[C:2]([S:1][C:11]2[CH:12]=[C:13]([CH:16]=[CH:17][N:18]=2)[C:14]#[N:15])[CH:7]=[CH:6][CH:5]=1. Given the reactants [SH:1][C:2]1[CH:3]=[C:4]([CH2:8][OH:9])[CH:5]=[CH:6][CH:7]=1.Cl[C:11]1[CH:12]=[C:13]([CH:16]=[CH:17][N:18]=1)[C:14]#[N:15], predict the reaction product.